Task: Predict the reaction yield, written as a fraction of the theoretical maximum amount of product (1.0 means a 100% yield; for example, 0.34 means a 34% yield).. Dataset: Reaction yield outcomes from USPTO patents with 853,638 reactions (1) The product is [NH2:22][C:19]1[N:20]=[CH:21][C:16]([N:8]2[C:7](=[O:11])[C:6]3[CH:12]=[C:2]([F:1])[C:3]([NH:13][CH3:14])=[CH:4][C:5]=3[O:10][CH2:9]2)=[CH:17][CH:18]=1. The catalyst is O1CCOCC1.[Cu]I. The yield is 0.230. The reactants are [F:1][C:2]1[C:3]([NH:13][CH3:14])=[CH:4][C:5]2[O:10][CH2:9][NH:8][C:7](=[O:11])[C:6]=2[CH:12]=1.I[C:16]1[CH:17]=[CH:18][C:19]([NH2:22])=[N:20][CH:21]=1.P([O-])([O-])([O-])=O.[K+].[K+].[K+].O. (2) The reactants are [Si:1]([O:8][C:9]1[CH:14]=[CH:13][C:12]([C:15]2[N:16]=[C:17]([C:22]3[CH:27]=[CH:26][C:25]([N:28]([CH3:30])[CH3:29])=[CH:24][CH:23]=3)[C:18]([NH2:21])=[N:19][CH:20]=2)=[CH:11][CH:10]=1)([C:4]([CH3:7])([CH3:6])[CH3:5])([CH3:3])[CH3:2].[Si:31]([O:38][C:39]1[CH:44]=[CH:43][C:42]([CH2:45][C:46](Cl)=[O:47])=[CH:41][CH:40]=1)([C:34]([CH3:37])([CH3:36])[CH3:35])([CH3:33])[CH3:32].O. The catalyst is CN(C)C1C=CN=CC=1.N1C=CC=CC=1. The product is [Si:31]([O:38][C:39]1[CH:40]=[CH:41][C:42]([CH2:45][C:46]([NH:21][C:18]2[C:17]([C:22]3[CH:27]=[CH:26][C:25]([N:28]([CH3:30])[CH3:29])=[CH:24][CH:23]=3)=[N:16][C:15]([C:12]3[CH:11]=[CH:10][C:9]([O:8][Si:1]([C:4]([CH3:7])([CH3:6])[CH3:5])([CH3:3])[CH3:2])=[CH:14][CH:13]=3)=[CH:20][N:19]=2)=[O:47])=[CH:43][CH:44]=1)([C:34]([CH3:37])([CH3:36])[CH3:35])([CH3:33])[CH3:32]. The yield is 0.400.